This data is from Full USPTO retrosynthesis dataset with 1.9M reactions from patents (1976-2016). The task is: Predict the reactants needed to synthesize the given product. (1) Given the product [CH2:1]([O:8][C:9]([NH:11][C@H:12]1[CH2:16][CH2:15][N:14]([C@H:17]2[CH2:22][CH2:21][C@@H:20]([N:23]([CH:25]([CH3:27])[CH3:26])[CH3:24])[CH2:19][C@H:18]2[NH:33][C:38](=[O:46])[O:60][CH2:59][CH2:58][Si:57]([CH3:62])([CH3:61])[CH3:56])[C:13]1=[O:31])=[O:10])[C:2]1[CH:7]=[CH:6][CH:5]=[CH:4][CH:3]=1, predict the reactants needed to synthesize it. The reactants are: [CH2:1]([O:8][C:9]([NH:11][C@H:12]1[CH2:16][CH2:15][N:14]([C@H:17]2[CH2:22][CH2:21][C@@H:20]([N:23]([CH:25]([CH3:27])[CH3:26])[CH3:24])[CH2:19][C@H:18]2C(O)=O)[C:13]1=[O:31])=[O:10])[C:2]1[CH:7]=[CH:6][CH:5]=[CH:4][CH:3]=1.C[N:33]1[CH2:38]COCC1.C1C=CC(P(N=[N+]=[N-])(C2C=CC=CC=2)=[O:46])=CC=1.[CH3:56][Si:57]([CH3:62])([CH3:61])[CH2:58][CH2:59][OH:60]. (2) The reactants are: [CH2:1]([N:3]([C:14]1[CH:19]=[C:18]([CH3:20])[CH:17]=[CH:16][N:15]=1)[CH2:4][CH2:5][NH:6]C(=O)OC(C)(C)C)[CH3:2].[ClH:21]. Given the product [ClH:21].[ClH:21].[CH2:1]([N:3]([C:14]1[CH:19]=[C:18]([CH3:20])[CH:17]=[CH:16][N:15]=1)[CH2:4][CH2:5][NH2:6])[CH3:2], predict the reactants needed to synthesize it. (3) Given the product [F:1][C:2]([F:21])([C:11]1[CH:20]=[CH:19][C:18]2[C:13](=[CH:14][CH:15]=[CH:16][CH:17]=2)[CH:12]=1)[CH:3]([C:5]1[CH:6]=[CH:7][CH:8]=[CH:9][CH:10]=1)[OH:4], predict the reactants needed to synthesize it. The reactants are: [F:1][C:2]([F:21])([C:11]1[CH:20]=[CH:19][C:18]2[C:13](=[CH:14][CH:15]=[CH:16][CH:17]=2)[CH:12]=1)[C:3]([C:5]1[CH:10]=[CH:9][CH:8]=[CH:7][CH:6]=1)=[O:4].[BH4-].[Na+]. (4) Given the product [Br:1][C:2]1[C:10]([O:11][CH3:12])=[CH:9][C:5]([CH2:6][OH:7])=[CH:4][C:3]=1[O:13][CH3:14], predict the reactants needed to synthesize it. The reactants are: [Br:1][C:2]1[C:10]([O:11][CH3:12])=[CH:9][C:5]([C:6](O)=[O:7])=[CH:4][C:3]=1[O:13][CH3:14].C1COCC1.B.CSC.